From a dataset of Forward reaction prediction with 1.9M reactions from USPTO patents (1976-2016). Predict the product of the given reaction. (1) The product is: [NH2:1][C:2]1[CH:11]=[CH:10][CH:9]=[C:4]([C:5]([O:7][CH3:8])=[O:6])[C:3]=1[C:14]#[C:13][C@@:15]1([CH3:30])[CH2:19][CH2:18][CH2:17][N:16]1[C:20]([O:22][CH2:23][C:24]1[CH:25]=[CH:26][CH:27]=[CH:28][CH:29]=1)=[O:21]. Given the reactants [NH2:1][C:2]1[C:3](Br)=[C:4]([CH:9]=[CH:10][CH:11]=1)[C:5]([O:7][CH3:8])=[O:6].[C:13]([C@@:15]1([CH3:30])[CH2:19][CH2:18][CH2:17][N:16]1[C:20]([O:22][CH2:23][C:24]1[CH:29]=[CH:28][CH:27]=[CH:26][CH:25]=1)=[O:21])#[CH:14].O, predict the reaction product. (2) The product is: [OH:8][C:9]1[CH:10]=[CH:11][C:12]([C@H:15]([NH:17][C:18](=[O:31])[CH2:19][O:20][C:21]2[CH:26]=[CH:25][C:24]([C:27]([F:30])([F:28])[F:29])=[CH:23][CH:22]=2)[CH3:16])=[N:13][CH:14]=1. Given the reactants C([O:8][C:9]1[CH:10]=[CH:11][C:12]([C@H:15]([NH:17][C:18](=[O:31])[CH2:19][O:20][C:21]2[CH:26]=[CH:25][C:24]([C:27]([F:30])([F:29])[F:28])=[CH:23][CH:22]=2)[CH3:16])=[N:13][CH:14]=1)C1C=CC=CC=1, predict the reaction product. (3) Given the reactants C([S@@]([NH:7][C@@H:8]1[C:16]2[C:11](=[CH:12][CH:13]=[CH:14][C:15]=2[F:17])[CH2:10][C@H:9]1[C:18]([O:20][C:21](C)(C)C)=[O:19])=O)(C)(C)C.Cl.CO, predict the reaction product. The product is: [NH2:7][C@@H:8]1[C:16]2[C:11](=[CH:12][CH:13]=[CH:14][C:15]=2[F:17])[CH2:10][C@H:9]1[C:18]([O:20][CH3:21])=[O:19]. (4) Given the reactants Cl[C:2]1[CH:7]=[CH:6][C:5]([N+:8]([O-:10])=[O:9])=[CH:4][N:3]=1.[OH:11][C:12]1[CH:17]=[CH:16][C:15]([C:18]([O:20][CH3:21])=[O:19])=[CH:14][CH:13]=1.C(=O)([O-])[O-].[K+].[K+].O, predict the reaction product. The product is: [N+:8]([C:5]1[CH:6]=[CH:7][C:2]([O:11][C:12]2[CH:13]=[CH:14][C:15]([C:18]([O:20][CH3:21])=[O:19])=[CH:16][CH:17]=2)=[N:3][CH:4]=1)([O-:10])=[O:9]. (5) Given the reactants [C:1]([N:8]([C:25]([O:27]C(C)(C)C)=O)[C@H:9]1[CH2:13][C@@H:12]([N:14]2[CH:22]=[N:21][C:20]3[C:15]2=[N:16][C:17]([Cl:24])=[N:18][C:19]=3[Cl:23])[CH:11]=[CH:10]1)([O:3][C:4]([CH3:7])([CH3:6])[CH3:5])=[O:2].[C:32](OC(=O)NC(=O)CC)(C)(C)[CH3:33], predict the reaction product. The product is: [C:4]([O:3][C:1](=[O:2])[N:8]([C@H:9]1[CH2:13][C@@H:12]([N:14]2[CH:22]=[N:21][C:20]3[C:15]2=[N:16][C:17]([Cl:24])=[N:18][C:19]=3[Cl:23])[CH:11]=[CH:10]1)[C:25](=[O:27])[CH2:32][CH3:33])([CH3:5])([CH3:7])[CH3:6]. (6) Given the reactants [CH3:1][S:2]([C:5]1[CH:6]=[C:7]([C:11]#[C:12][Si](C)(C)C)[CH:8]=[CH:9][CH:10]=1)(=[O:4])=[O:3].C(=O)([O-])[O-].[K+].[K+], predict the reaction product. The product is: [C:11]([C:7]1[CH:8]=[CH:9][CH:10]=[C:5]([S:2]([CH3:1])(=[O:3])=[O:4])[CH:6]=1)#[CH:12].